Dataset: Peptide-MHC class I binding affinity with 185,985 pairs from IEDB/IMGT. Task: Regression. Given a peptide amino acid sequence and an MHC pseudo amino acid sequence, predict their binding affinity value. This is MHC class I binding data. (1) The peptide sequence is QTAAQRTM. The MHC is Mamu-B01 with pseudo-sequence Mamu-B01. The binding affinity (normalized) is 0. (2) The peptide sequence is TIKYSNDNR. The MHC is HLA-A11:01 with pseudo-sequence HLA-A11:01. The binding affinity (normalized) is 0.498. (3) The peptide sequence is RPPMVTSGL. The MHC is HLA-B48:01 with pseudo-sequence HLA-B48:01. The binding affinity (normalized) is 0.0847. (4) The peptide sequence is VPPFPRTAF. The MHC is HLA-A03:01 with pseudo-sequence HLA-A03:01. The binding affinity (normalized) is 0.0847. (5) The peptide sequence is SMLCWLGMT. The MHC is HLA-A03:01 with pseudo-sequence HLA-A03:01. The binding affinity (normalized) is 0.0847. (6) The peptide sequence is MTYKAAVL. The MHC is HLA-A11:01 with pseudo-sequence HLA-A11:01. The binding affinity (normalized) is 0. (7) The peptide sequence is TLYCVHQEI. The MHC is HLA-A11:01 with pseudo-sequence HLA-A11:01. The binding affinity (normalized) is 0.0847.